Dataset: Catalyst prediction with 721,799 reactions and 888 catalyst types from USPTO. Task: Predict which catalyst facilitates the given reaction. Reactant: [Cl:1][C:2]1[CH:9]=[C:8]([O:10][CH2:11][C:12]2[S:16][C:15]([C:17]3[CH:22]=[CH:21][C:20]([C:23]([F:26])([F:25])[F:24])=[CH:19][CH:18]=3)=[N:14][C:13]=2[CH2:27][OH:28])[CH:7]=[CH:6][C:3]=1[C:4]#[N:5].[CH3:29][S:30](Cl)(=[O:32])=[O:31].C(N(CC)CC)C. Product: [Cl:1][C:2]1[CH:9]=[C:8]([CH:7]=[CH:6][C:3]=1[C:4]#[N:5])[O:10][CH2:11][C:12]1[S:16][C:15]([C:17]2[CH:22]=[CH:21][C:20]([C:23]([F:25])([F:24])[F:26])=[CH:19][CH:18]=2)=[N:14][C:13]=1[CH2:27][O:28][S:30]([CH3:29])(=[O:32])=[O:31]. The catalyst class is: 4.